This data is from NCI-60 drug combinations with 297,098 pairs across 59 cell lines. The task is: Regression. Given two drug SMILES strings and cell line genomic features, predict the synergy score measuring deviation from expected non-interaction effect. (1) Drug 1: CN(C(=O)NC(C=O)C(C(C(CO)O)O)O)N=O. Cell line: SN12C. Synergy scores: CSS=-0.323, Synergy_ZIP=0.948, Synergy_Bliss=0.00826, Synergy_Loewe=1.36, Synergy_HSA=-1.53. Drug 2: C1CN(P(=O)(OC1)NCCCl)CCCl. (2) Drug 1: C1C(C(OC1N2C=C(C(=O)NC2=O)F)CO)O. Drug 2: CC1CCCC2(C(O2)CC(NC(=O)CC(C(C(=O)C(C1O)C)(C)C)O)C(=CC3=CSC(=N3)C)C)C. Cell line: COLO 205. Synergy scores: CSS=60.5, Synergy_ZIP=-7.09, Synergy_Bliss=-11.5, Synergy_Loewe=-8.95, Synergy_HSA=-6.58. (3) Drug 1: COC1=CC(=CC(=C1O)OC)C2C3C(COC3=O)C(C4=CC5=C(C=C24)OCO5)OC6C(C(C7C(O6)COC(O7)C8=CC=CS8)O)O. Drug 2: C1CNP(=O)(OC1)N(CCCl)CCCl. Cell line: HL-60(TB). Synergy scores: CSS=79.2, Synergy_ZIP=10.6, Synergy_Bliss=12.6, Synergy_Loewe=-26.3, Synergy_HSA=14.2. (4) Synergy scores: CSS=18.1, Synergy_ZIP=4.43, Synergy_Bliss=13.1, Synergy_Loewe=1.32, Synergy_HSA=6.62. Drug 2: CC1=C(C(=CC=C1)Cl)NC(=O)C2=CN=C(S2)NC3=CC(=NC(=N3)C)N4CCN(CC4)CCO. Cell line: ACHN. Drug 1: CC1=C(C=C(C=C1)C(=O)NC2=CC(=CC(=C2)C(F)(F)F)N3C=C(N=C3)C)NC4=NC=CC(=N4)C5=CN=CC=C5.